Dataset: Catalyst prediction with 721,799 reactions and 888 catalyst types from USPTO. Task: Predict which catalyst facilitates the given reaction. Reactant: Br[C:2]1[N:7]2[CH:8]=[CH:9][N:10]=[C:6]2[C:5]([NH:11][CH3:12])=[N:4][CH:3]=1.[F:13][C:14]1[CH:19]=[CH:18][C:17](B(O)O)=[CH:16][CH:15]=1.C([O-])([O-])=O.[K+].[K+]. Product: [F:13][C:14]1[CH:19]=[CH:18][C:17]([C:2]2[N:7]3[CH:8]=[CH:9][N:10]=[C:6]3[C:5]([NH:11][CH3:12])=[N:4][CH:3]=2)=[CH:16][CH:15]=1. The catalyst class is: 339.